This data is from Retrosynthesis with 50K atom-mapped reactions and 10 reaction types from USPTO. The task is: Predict the reactants needed to synthesize the given product. (1) Given the product CCOC(=O)CC1(c2ccc(-c3ccc(-c4onc(C)c4CSCCc4ccccc4)cc3)cc2)CC1, predict the reactants needed to synthesize it. The reactants are: CCOC(=O)CC1(c2ccc(B3OC(C)(C)C(C)(C)O3)cc2)CC1.Cc1noc(-c2ccc(Br)cc2)c1CSCCc1ccccc1. (2) Given the product CSCCOc1cc(N2CCCN(C)CC2)ccc1C(=O)Nc1ccc(F)cc1C(=O)Nc1ccc(Cl)cn1, predict the reactants needed to synthesize it. The reactants are: CN1CCCNCC1.CSCCOc1cc(F)ccc1C(=O)Nc1ccc(F)cc1C(=O)Nc1ccc(Cl)cn1. (3) Given the product CC(C)(C)OC(=O)N1CCN(c2cccc3c2OC(F)(F)C(F)(F)O3)CC1, predict the reactants needed to synthesize it. The reactants are: CC(C)(C)OC(=O)N(CCCl)CCCl.Nc1cccc2c1OC(F)(F)C(F)(F)O2. (4) Given the product CCOC(=O)CC[C@H](NC(=O)c1ccc(NCCCc2c(N(C(C)=O)C(C)=O)nc(NC(C)=O)[nH]c2=O)c(C)c1)C(=O)OCC, predict the reactants needed to synthesize it. The reactants are: CC(=O)Nc1nc(N(C(C)=O)C(C)=O)c(CCC=O)c(=O)[nH]1.CCOC(=O)CC[C@H](NC(=O)c1ccc(N)c(C)c1)C(=O)OCC. (5) Given the product CN(Cc1ccc(C(=O)N2CC3(C)CC2CC(C)(C)C3)cc1)C(=O)c1cccs1, predict the reactants needed to synthesize it. The reactants are: CNCc1ccc(C(=O)N2CC3(C)CC2CC(C)(C)C3)cc1.O=C(Cl)c1cccs1. (6) Given the product COCCN1CCN(c2cc(N)ncn2)CC1, predict the reactants needed to synthesize it. The reactants are: COCCN1CCNCC1.Nc1cc(Cl)ncn1. (7) Given the product CCCN(CCC)C1CCc2c(cccc2N(Cc2ccccc2)C(C)=O)C1, predict the reactants needed to synthesize it. The reactants are: CCCN(CCC)C1CCc2c(cccc2NC(C)=O)C1.ClCc1ccccc1. (8) Given the product O=C(NCCOC1CCCCO1)c1cc([N+](=O)[O-])cc([N+](=O)[O-])c1Br, predict the reactants needed to synthesize it. The reactants are: C1=COCCC1.O=C(NCCO)c1cc([N+](=O)[O-])cc([N+](=O)[O-])c1Br. (9) The reactants are: COCc1cc(CCC2(C3CCCC3)CC(=O)CC(=O)O2)ccc1O. Given the product O=C1CC(=O)OC(CCc2ccc(O)c(CO)c2)(C2CCCC2)C1, predict the reactants needed to synthesize it.